Dataset: Full USPTO retrosynthesis dataset with 1.9M reactions from patents (1976-2016). Task: Predict the reactants needed to synthesize the given product. (1) Given the product [CH:1]1[C:9]2[C:8]3[CH:10]=[CH:11][CH:12]=[CH:13][C:7]=3[O:6][C:5]=2[CH:4]=[CH:3][C:2]=1[S:14]([Cl:20])(=[O:17])=[O:15], predict the reactants needed to synthesize it. The reactants are: [CH:1]1[C:9]2[C:8]3[CH:10]=[CH:11][CH:12]=[CH:13][C:7]=3[O:6][C:5]=2[CH:4]=[CH:3][C:2]=1[S:14]([OH:17])(=O)=[O:15].P(Cl)(Cl)([Cl:20])=O. (2) Given the product [CH2:32]([O:31][C:29]([C:28]1[CH:39]=[CH:40][C:25]([O:1][C@@H:2]2[CH2:6][N:5]([C:7]([O:9][C:10]([CH3:13])([CH3:12])[CH3:11])=[O:8])[C@H:4]([C:14]([O:16][CH2:17][C:18]3[CH:19]=[CH:20][CH:21]=[CH:22][CH:23]=3)=[O:15])[CH2:3]2)=[CH:26][CH:27]=1)=[O:30])[C:33]1[CH:34]=[CH:35][CH:36]=[CH:37][CH:38]=1, predict the reactants needed to synthesize it. The reactants are: [OH:1][C@H:2]1[CH2:6][N:5]([C:7]([O:9][C:10]([CH3:13])([CH3:12])[CH3:11])=[O:8])[C@H:4]([C:14]([O:16][CH2:17][C:18]2[CH:23]=[CH:22][CH:21]=[CH:20][CH:19]=2)=[O:15])[CH2:3]1.O[C:25]1[CH:40]=[CH:39][C:28]([C:29]([O:31][CH2:32][C:33]2[CH:38]=[CH:37][CH:36]=[CH:35][CH:34]=2)=[O:30])=[CH:27][CH:26]=1.N(C(N1CCCCC1)=O)=NC(N1CCCCC1)=O.C(P(CCCC)CCCC)CCC. (3) The reactants are: [Mg].Br[C:3]1[CH:8]=[CH:7][CH:6]=[C:5]([Cl:9])[C:4]=1[C:10]([F:13])([F:12])[F:11].[C:14](=[O:16])=[O:15].Cl. Given the product [Cl:9][C:5]1[C:4]([C:10]([F:13])([F:12])[F:11])=[C:3]([CH:8]=[CH:7][CH:6]=1)[C:14]([OH:16])=[O:15], predict the reactants needed to synthesize it. (4) Given the product [CH3:15][C:16]1([CH3:23])[CH2:21][CH2:20][CH:19]([O:22][C:2]2[C:11]3[C:6](=[C:7]([N+:12]([O-:14])=[O:13])[CH:8]=[CH:9][CH:10]=3)[CH:5]=[CH:4][N:3]=2)[CH2:18][CH2:17]1, predict the reactants needed to synthesize it. The reactants are: Cl[C:2]1[C:11]2[C:6](=[C:7]([N+:12]([O-:14])=[O:13])[CH:8]=[CH:9][CH:10]=2)[CH:5]=[CH:4][N:3]=1.[CH3:15][C:16]1([CH3:23])[CH2:21][CH2:20][CH:19]([OH:22])[CH2:18][CH2:17]1.[H-].[Na+]. (5) Given the product [Cl:1][C:2]1[CH:25]=[CH:24][C:5]([CH2:6][NH:7][C:8]([C:10]2[C:11](=[O:23])[C:12]3[S:19][C:18]([CH2:20][N:27]([CH2:28][CH:29]([OH:30])[C:31]4[CH:32]=[C:33]([F:39])[C:34]([F:38])=[C:35]([F:37])[CH:36]=4)[CH3:26])=[C:17]([CH3:22])[C:13]=3[N:14]([CH3:16])[CH:15]=2)=[O:9])=[CH:4][CH:3]=1, predict the reactants needed to synthesize it. The reactants are: [Cl:1][C:2]1[CH:25]=[CH:24][C:5]([CH2:6][NH:7][C:8]([C:10]2[C:11](=[O:23])[C:12]3[S:19][C:18]([CH2:20]Cl)=[C:17]([CH3:22])[C:13]=3[N:14]([CH3:16])[CH:15]=2)=[O:9])=[CH:4][CH:3]=1.[CH3:26][NH:27][CH2:28][CH:29]([C:31]1[CH:36]=[C:35]([F:37])[C:34]([F:38])=[C:33]([F:39])[CH:32]=1)[OH:30].C(N(C(C)C)CC)(C)C. (6) The reactants are: [Br:1][C:2]1[CH:3]=[C:4](/[CH:13]=[CH:14]/[C:15](OC)=[O:16])[CH:5]=[C:6]([C:8]2([C:11]#[N:12])[CH2:10][CH2:9]2)[CH:7]=1.[BH4-].[Li+].Cl.C([O-])(O)=O.[Na+]. Given the product [Br:1][C:2]1[CH:7]=[C:6]([C:8]2([C:11]#[N:12])[CH2:10][CH2:9]2)[CH:5]=[C:4]([CH2:13][CH2:14][CH2:15][OH:16])[CH:3]=1, predict the reactants needed to synthesize it.